This data is from Reaction yield outcomes from USPTO patents with 853,638 reactions. The task is: Predict the reaction yield, written as a fraction of the theoretical maximum amount of product (1.0 means a 100% yield; for example, 0.34 means a 34% yield). (1) The reactants are [Cl-].O[NH3+:3].[C:4](=[O:7])([O-])[OH:5].[Na+].CS(C)=O.[CH2:13]([C:15]1[N:16]([C:40]2[CH:45]=[CH:44][C:43]([O:46][CH2:47][C:48]([O:51][CH3:52])([CH3:50])[CH3:49])=[CH:42][CH:41]=2)[C:17](=[O:39])[C:18]([CH2:24][C:25]2[CH:30]=[CH:29][C:28]([C:31]3[C:32]([C:37]#[N:38])=[CH:33][CH:34]=[CH:35][CH:36]=3)=[CH:27][CH:26]=2)=[C:19]([CH2:21][CH2:22][CH3:23])[N:20]=1)[CH3:14]. The catalyst is O. The product is [CH2:13]([C:15]1[N:16]([C:40]2[CH:45]=[CH:44][C:43]([O:46][CH2:47][C:48]([O:51][CH3:52])([CH3:50])[CH3:49])=[CH:42][CH:41]=2)[C:17](=[O:39])[C:18]([CH2:24][C:25]2[CH:26]=[CH:27][C:28]([C:31]3[CH:36]=[CH:35][CH:34]=[CH:33][C:32]=3[C:37]3[NH:3][C:4](=[O:7])[O:5][N:38]=3)=[CH:29][CH:30]=2)=[C:19]([CH2:21][CH2:22][CH3:23])[N:20]=1)[CH3:14]. The yield is 0.430. (2) The reactants are CCN(C(C)C)C(C)C.[C:10]([C:12]1[CH:20]=[CH:19][C:15]([C:16]([OH:18])=O)=[CH:14][CH:13]=1)#[CH:11].C1C=CC2N(O)N=NC=2C=1.CCN=C=NCCCN(C)C.[NH2:42][CH2:43][C:44]([N:46]1[CH2:51][CH2:50][N:49]([C:52](=[O:64])[C:53]2[CH:58]=[C:57]([F:59])[CH:56]=[CH:55][C:54]=2[C:60]([F:63])([F:62])[F:61])[CH2:48][CH2:47]1)=[O:45]. The catalyst is CN(C=O)C.O. The product is [C:10]([C:12]1[CH:13]=[CH:14][C:15]([C:16]([NH:42][CH2:43][C:44]([N:46]2[CH2:47][CH2:48][N:49]([C:52](=[O:64])[C:53]3[CH:58]=[C:57]([F:59])[CH:56]=[CH:55][C:54]=3[C:60]([F:62])([F:61])[F:63])[CH2:50][CH2:51]2)=[O:45])=[O:18])=[CH:19][CH:20]=1)#[CH:11]. The yield is 0.411.